The task is: Predict the product of the given reaction.. This data is from Forward reaction prediction with 1.9M reactions from USPTO patents (1976-2016). (1) Given the reactants CC1C=CC(S(O[N:12]=[C:13]([C:22]2[CH:27]=[CH:26][N:25]=[CH:24][CH:23]=2)[CH2:14][C:15]2[CH:20]=[CH:19][C:18]([F:21])=[CH:17][CH:16]=2)(=O)=O)=CC=1.[Na].[C:29]([S-:31])#[N:30].[K+].C([O-])(O)=O.[Na+], predict the reaction product. The product is: [F:21][C:18]1[CH:17]=[CH:16][C:15]([C:14]2[C:13]([C:22]3[CH:23]=[CH:24][N:25]=[CH:26][CH:27]=3)=[N:12][C:29](=[S:31])[N:30]=2)=[CH:20][CH:19]=1. (2) Given the reactants [N:1]([CH:4]1[CH2:12][C:11]2[N:10]3[CH:13]=[CH:14][CH:15]=[CH:16][C:9]3=[CH:8][C:7]=2[CH2:6][CH2:5]1)=[N+]=[N-], predict the reaction product. The product is: [CH2:6]1[CH2:5][CH:4]([NH2:1])[CH2:12][C:11]2[N:10]3[CH:13]=[CH:14][CH:15]=[CH:16][C:9]3=[CH:8][C:7]1=2. (3) Given the reactants C(OC(N1CC[N:11]([C:14]2[C:15](=[O:33])[N:16]([CH2:29][CH:30]([CH3:32])[CH3:31])[N:17]=[C:18]([C:21]3[CH:26]=[CH:25][C:24]([CH3:27])=[C:23](F)[CH:22]=3)[C:19]=2[CH3:20])CC1)=O)(C)(C)C.C(N1[C:43](=[O:44])[C:42]([CH2:45][O:46]S(C)(=O)=O)=CC(C2C=CC(C)=CC=2)=N1)C(C)C.NC(CO)CO, predict the reaction product. The product is: [OH:44][CH2:43][CH:42]([NH:11][C:14]1[C:15](=[O:33])[N:16]([CH2:29][CH:30]([CH3:32])[CH3:31])[N:17]=[C:18]([C:21]2[CH:22]=[CH:23][C:24]([CH3:27])=[CH:25][CH:26]=2)[C:19]=1[CH3:20])[CH2:45][OH:46]. (4) Given the reactants [Br:1][C:2]1[CH:7]=[CH:6][C:5]([Cl:8])=[CH:4][C:3]=1[NH:9][C:10]([CH:12]1[CH2:15][N:14]([C:16]([O:18][C:19]([CH3:22])([CH3:21])[CH3:20])=[O:17])[CH2:13]1)=[O:11].[H-].[Na+].I[CH3:26], predict the reaction product. The product is: [Br:1][C:2]1[CH:7]=[CH:6][C:5]([Cl:8])=[CH:4][C:3]=1[N:9]([CH3:26])[C:10]([CH:12]1[CH2:13][N:14]([C:16]([O:18][C:19]([CH3:22])([CH3:21])[CH3:20])=[O:17])[CH2:15]1)=[O:11].